Dataset: CYP1A2 inhibition data for predicting drug metabolism from PubChem BioAssay. Task: Regression/Classification. Given a drug SMILES string, predict its absorption, distribution, metabolism, or excretion properties. Task type varies by dataset: regression for continuous measurements (e.g., permeability, clearance, half-life) or binary classification for categorical outcomes (e.g., BBB penetration, CYP inhibition). Dataset: cyp1a2_veith. The molecule is COC(=O)c1c(C)[nH]c(C)c1C(=O)c1ccccc1Cc1ccccc1. The result is 1 (inhibitor).